This data is from Peptide-MHC class I binding affinity with 185,985 pairs from IEDB/IMGT. The task is: Regression. Given a peptide amino acid sequence and an MHC pseudo amino acid sequence, predict their binding affinity value. This is MHC class I binding data. (1) The peptide sequence is EGHGAGGW. The MHC is Mamu-B3901 with pseudo-sequence Mamu-B3901. The binding affinity (normalized) is 0.403. (2) The peptide sequence is ELLDHLLLF. The MHC is HLA-A02:01 with pseudo-sequence HLA-A02:01. The binding affinity (normalized) is 0.0847. (3) The peptide sequence is ALYSYASAK. The MHC is HLA-B57:01 with pseudo-sequence HLA-B57:01. The binding affinity (normalized) is 0.0847. (4) The peptide sequence is GHQAAMQML. The MHC is HLA-A02:06 with pseudo-sequence HLA-A02:06. The binding affinity (normalized) is 0. (5) The peptide sequence is SEAQMSIQLI. The MHC is HLA-B40:01 with pseudo-sequence HLA-B40:01. The binding affinity (normalized) is 0.307.